From a dataset of CYP1A2 inhibition data for predicting drug metabolism from PubChem BioAssay. Regression/Classification. Given a drug SMILES string, predict its absorption, distribution, metabolism, or excretion properties. Task type varies by dataset: regression for continuous measurements (e.g., permeability, clearance, half-life) or binary classification for categorical outcomes (e.g., BBB penetration, CYP inhibition). Dataset: cyp1a2_veith. (1) The drug is CO[C@H]1COC(=O)[C@H](C)COC(=O)[C@H](C)NC(=O)C/C=C\[C@H]1C. The result is 0 (non-inhibitor). (2) The molecule is C[N@@+]1(CC[N@@+]2(C)CCC[C@H]2c2cccnc2)CCC[C@@H]1c1cccnc1. The result is 0 (non-inhibitor). (3) The molecule is C#CCSc1nnc(-c2cc3c(C(F)(F)F)nn(C)c3s2)n1C. The result is 1 (inhibitor). (4) The drug is Cc1cc(C=O)c(C)n1-c1ccc(N2CCCCC2)c([N+](=O)[O-])c1. The result is 1 (inhibitor). (5) The molecule is COc1ccc2nccc(SCC(=O)O)c2c1. The result is 1 (inhibitor). (6) The drug is COC(=O)C/C=C\[C@@H](C)[C@@H](/C=N\O[C@@H](C)CN1CCCc2nc(C)c(C)cc21)OC. The result is 0 (non-inhibitor). (7) The compound is Cc1ccc(OCC(=O)Nc2ccc(Cl)cc2)c(-n2nc3ccccc3n2)c1. The result is 1 (inhibitor). (8) The molecule is CCC1CC2CC(NC(C)=O)C1C2. The result is 0 (non-inhibitor). (9) The compound is NOCC(=O)O. The result is 0 (non-inhibitor).